From a dataset of M1 muscarinic receptor antagonist screen with 61,756 compounds. Binary Classification. Given a drug SMILES string, predict its activity (active/inactive) in a high-throughput screening assay against a specified biological target. (1) The compound is O1C(CNC(=O)CC2Nc3c(NC2=O)cccc3)COc2c1cccc2. The result is 0 (inactive). (2) The compound is Fc1c(Cc2c(=O)n3[nH]cc(c3nc2C)C(=O)NCc2cc3OCOc3cc2)cccc1. The result is 0 (inactive). (3) The drug is n1(nc(c(c1N)c1ccccc1)C)Cc1ccccc1. The result is 0 (inactive). (4) The molecule is O=C1N(C2CCCC2)CC(C1)C(=O)NCCCN1CCC(CC1)Cc1ccccc1. The result is 1 (active). (5) The drug is S(c1nc2c(CCCC2)c(c1C#N)c1oc(cc1)C)CC(OCC)=O. The result is 0 (inactive). (6) The molecule is O=c1[nH]c2c(cc1CN(CCN(C)C)C(=O)Nc1c(OC)cccc1)cc(cc2)CC. The result is 0 (inactive). (7) The drug is O=C(Nc1c(cccc1)C(OC)=O)Cn1c2c(nc1)cc(c(c2)C)C. The result is 0 (inactive). (8) The compound is OC(CN1CC(CC(C1)C)C)COc1cc(OC)ccc1. The result is 0 (inactive). (9) The molecule is O=C(N1CCN(CC1)C(=O)c1cc(OC)c(OC)c(OC)c1)CC(C)C. The result is 0 (inactive). (10) The result is 0 (inactive). The molecule is S(=O)(=O)(N1CCC(CC1)C)c1cc(C(=O)N2CCOCC2)ccc1OC.